Dataset: Reaction yield outcomes from USPTO patents with 853,638 reactions. Task: Predict the reaction yield, written as a fraction of the theoretical maximum amount of product (1.0 means a 100% yield; for example, 0.34 means a 34% yield). (1) The reactants are [OH:1][C:2]1[CH:7]=[CH:6][C:5]([N:8]2[C:12]([C:13]3[CH:18]=[CH:17][CH:16]=[CH:15][CH:14]=3)=[CH:11][CH:10]=[C:9]2[CH2:19][CH2:20][C:21]([OH:23])=[O:22])=[CH:4][C:3]=1[C:24](OC)=[O:25].[Li+].[BH4-]. The catalyst is C1COCC1. The product is [OH:1][C:2]1[CH:7]=[CH:6][C:5]([N:8]2[C:12]([C:13]3[CH:18]=[CH:17][CH:16]=[CH:15][CH:14]=3)=[CH:11][CH:10]=[C:9]2[CH2:19][CH2:20][C:21]([OH:23])=[O:22])=[CH:4][C:3]=1[CH2:24][OH:25]. The yield is 0.470. (2) The reactants are C([O:3][C:4]([C:6]1[C:7]([C:12]2[CH:17]=[CH:16][C:15]([F:18])=[CH:14][N:13]=2)=[N:8][O:9][C:10]=1[CH3:11])=O)C.[H-].[Al+3].[Li+].[H-].[H-].[H-].O.[OH-].[Na+]. The yield is 0.710. The catalyst is C1COCC1. The product is [F:18][C:15]1[CH:16]=[CH:17][C:12]([C:7]2[C:6]([CH2:4][OH:3])=[C:10]([CH3:11])[O:9][N:8]=2)=[N:13][CH:14]=1.